From a dataset of Full USPTO retrosynthesis dataset with 1.9M reactions from patents (1976-2016). Predict the reactants needed to synthesize the given product. (1) Given the product [F:27][C:28]1[CH:33]=[CH:32][C:31]([NH:34][C:2]2[CH:7]=[CH:6][C:5]([C:8]3[C:12]4[CH2:13][C:14]5[S:15][CH:16]=[CH:17][C:18]=5[C:11]=4[N:10]([CH2:19][O:20][CH2:21][CH2:22][Si:23]([CH3:26])([CH3:25])[CH3:24])[N:9]=3)=[CH:4][CH:3]=2)=[CH:30][CH:29]=1, predict the reactants needed to synthesize it. The reactants are: Br[C:2]1[CH:7]=[CH:6][C:5]([C:8]2[C:12]3[CH2:13][C:14]4[S:15][CH:16]=[CH:17][C:18]=4[C:11]=3[N:10]([CH2:19][O:20][CH2:21][CH2:22][Si:23]([CH3:26])([CH3:25])[CH3:24])[N:9]=2)=[CH:4][CH:3]=1.[F:27][C:28]1[CH:33]=[CH:32][C:31]([NH2:34])=[CH:30][CH:29]=1.C([O-])([O-])=O.[Cs+].[Cs+].CC1(C)C2C(=C(P(C3C=CC=CC=3)C3C=CC=CC=3)C=CC=2)OC2C(P(C3C=CC=CC=3)C3C=CC=CC=3)=CC=CC1=2. (2) Given the product [N:3]1[CH:8]=[CH:7][CH:6]=[N:5][C:4]=1[NH:9][CH2:10][CH2:11][O:12][C:14]1[CH:21]=[CH:20][C:17]([CH:18]=[O:19])=[CH:16][CH:15]=1, predict the reactants needed to synthesize it. The reactants are: [H-].[Na+].[N:3]1[CH:8]=[CH:7][CH:6]=[N:5][C:4]=1[NH:9][CH2:10][CH2:11][OH:12].F[C:14]1[CH:21]=[CH:20][C:17]([CH:18]=[O:19])=[CH:16][CH:15]=1.O. (3) Given the product [F:1][C:2]1[C:3]2[CH:10]=[C:9]3[C:11]4[N:16]=[C:15]([C:17]5[C:18]([N:37]([CH3:42])[S:38]([CH3:41])(=[O:39])=[O:40])=[CH:19][C:20]6[O:24][C:23]([C:25]7[CH:30]=[CH:29][C:28]([F:31])=[CH:27][CH:26]=7)=[C:22]([C:32]([NH:34][CH3:35])=[O:33])[C:21]=6[CH:36]=5)[CH:14]=[CH:13][C:12]=4[O:43][CH2:44][N:8]3[C:4]=2[CH:5]=[N:6][CH:7]=1, predict the reactants needed to synthesize it. The reactants are: [F:1][C:2]1[CH:7]=[N:6][CH:5]=[C:4]2[NH:8][C:9]([C:11]3[N:16]=[C:15]([C:17]4[C:18]([N:37]([CH3:42])[S:38]([CH3:41])(=[O:40])=[O:39])=[CH:19][C:20]5[O:24][C:23]([C:25]6[CH:30]=[CH:29][C:28]([F:31])=[CH:27][CH:26]=6)=[C:22]([C:32]([NH:34][CH3:35])=[O:33])[C:21]=5[CH:36]=4)[CH:14]=[CH:13][C:12]=3[OH:43])=[CH:10][C:3]=12.[C:44]([O-])([O-])=O.[Cs+].[Cs+]. (4) Given the product [CH3:46][N:45]([CH3:47])[CH2:44][CH2:43][O:42][C:38]1[CH:37]=[C:36]([NH:35][C:2]2[N:7]=[C:6]([C:8]3[C:9]([C:17]4[CH:18]=[C:19]([NH:23][C:24](=[O:34])[C:25]5[C:30]([F:31])=[CH:29][CH:28]=[C:27]([CH3:32])[C:26]=5[F:33])[CH:20]=[CH:21][CH:22]=4)=[N:10][N:11]4[CH:16]=[CH:15][CH:14]=[CH:13][C:12]=34)[CH:5]=[CH:4][N:3]=2)[CH:41]=[CH:40][CH:39]=1, predict the reactants needed to synthesize it. The reactants are: Cl[C:2]1[N:7]=[C:6]([C:8]2[C:9]([C:17]3[CH:18]=[C:19]([NH:23][C:24](=[O:34])[C:25]4[C:30]([F:31])=[CH:29][CH:28]=[C:27]([CH3:32])[C:26]=4[F:33])[CH:20]=[CH:21][CH:22]=3)=[N:10][N:11]3[CH:16]=[CH:15][CH:14]=[CH:13][C:12]=23)[CH:5]=[CH:4][N:3]=1.[NH2:35][C:36]1[CH:37]=[C:38]([O:42][CH2:43][CH2:44][N:45]([CH3:47])[CH3:46])[CH:39]=[CH:40][CH:41]=1. (5) Given the product [F:22][C:21]([S:20][C:17]1[CH:16]=[CH:15][C:14]([NH:13][C@H:10]2[CH2:11][CH2:12][C@H:7]([OH:6])[CH2:8][CH2:9]2)=[CH:19][CH:18]=1)([F:24])[F:23].[F-:27].[CH2:41]([N+:32]([CH2:28][CH2:29][CH2:30][CH3:31])([CH2:33][CH2:34][CH2:35][CH3:36])[CH2:37][CH2:38][CH2:39][CH3:40])[CH2:42][CH2:43][CH3:44], predict the reactants needed to synthesize it. The reactants are: C([Si](C)(C)[O:6][C@H:7]1[CH2:12][CH2:11][C@H:10]([NH:13][C:14]2[CH:19]=[CH:18][C:17]([S:20][C:21]([F:24])([F:23])[F:22])=[CH:16][CH:15]=2)[CH2:9][CH2:8]1)(C)(C)C.[F-:27].[CH2:28]([N+:32]([CH2:41][CH2:42][CH2:43][CH3:44])([CH2:37][CH2:38][CH2:39][CH3:40])[CH2:33][CH2:34][CH2:35][CH3:36])[CH2:29][CH2:30][CH3:31]. (6) Given the product [F:5][C:6]1[CH:11]=[CH:10][C:9]([CH:12]([N:34]2[CH2:39][CH2:38][N:37]([CH:43]([CH3:45])[CH3:44])[CH2:36][CH2:35]2)[CH2:13][N:14]2[CH2:19][CH2:18][N:17]([CH2:20][CH2:21][CH2:22][CH2:23][C:24]3[C:33]4[C:28](=[CH:29][CH:30]=[CH:31][CH:32]=4)[CH:27]=[CH:26][CH:25]=3)[CH2:16][CH2:15]2)=[CH:8][CH:7]=1, predict the reactants needed to synthesize it. The reactants are: Cl.Cl.Cl.Cl.[F:5][C:6]1[CH:11]=[CH:10][C:9]([CH:12]([N:34]2[CH2:39][CH2:38][NH:37][CH2:36][CH2:35]2)[CH2:13][N:14]2[CH2:19][CH2:18][N:17]([CH2:20][CH2:21][CH2:22][CH2:23][C:24]3[C:33]4[C:28](=[CH:29][CH:30]=[CH:31][CH:32]=4)[CH:27]=[CH:26][CH:25]=3)[CH2:16][CH2:15]2)=[CH:8][CH:7]=1.[H-].[Na+].Br[CH:43]([CH3:45])[CH3:44].O.